This data is from Forward reaction prediction with 1.9M reactions from USPTO patents (1976-2016). The task is: Predict the product of the given reaction. (1) Given the reactants [O:1]1[C:6]2=[N:7][CH:8]=[CH:9][CH:10]=[C:5]2[CH:4](O)[CH2:3][CH2:2]1.C1C=CC(P([N:26]=[N+:27]=[N-:28])(C2C=CC=CC=2)=O)=CC=1.C1CCN2C(=NCCC2)CC1, predict the reaction product. The product is: [N:26]([CH:4]1[C:5]2[C:6](=[N:7][CH:8]=[CH:9][CH:10]=2)[O:1][CH2:2][CH2:3]1)=[N+:27]=[N-:28]. (2) Given the reactants [Br:1][C:2]1[C:6]2[CH:7]([O:14][CH3:15])[NH:8][CH:9]=[C:10]([C:11]([NH2:13])=O)[C:5]=2[N:4]([CH:16]2[CH2:20][CH2:19][CH2:18][CH2:17]2)[CH:3]=1.CC[N+](S(N=C(OC)[O-])(=O)=O)(CC)CC.O, predict the reaction product. The product is: [Br:1][C:2]1[C:6]2[CH:7]([O:14][CH3:15])[NH:8][CH:9]=[C:10]([C:11]#[N:13])[C:5]=2[N:4]([CH:16]2[CH2:20][CH2:19][CH2:18][CH2:17]2)[CH:3]=1. (3) Given the reactants Cl[C:2]1[N:7]=[C:6]([NH:8][C@H:9]([CH2:13][CH:14]([CH3:16])[CH3:15])[C:10]([NH2:12])=[O:11])[CH:5]=[N:4][C:3]=1[C:17]#[N:18].[NH2:19][C:20]1[CH:28]=[CH:27][CH:26]=[C:25]2[C:21]=1[CH:22]=[CH:23][N:24]2[CH3:29].C([O-])([O-])=O.[K+].[K+].C1C=CC(P(C2C(C3C(P(C4C=CC=CC=4)C4C=CC=CC=4)=CC=C4C=3C=CC=C4)=C3C(C=CC=C3)=CC=2)C2C=CC=CC=2)=CC=1, predict the reaction product. The product is: [C:17]([C:3]1[N:4]=[CH:5][C:6]([NH:8][C@H:9]([CH2:13][CH:14]([CH3:16])[CH3:15])[C:10]([NH2:12])=[O:11])=[N:7][C:2]=1[NH:19][C:20]1[CH:28]=[CH:27][CH:26]=[C:25]2[C:21]=1[CH:22]=[CH:23][N:24]2[CH3:29])#[N:18]. (4) Given the reactants [CH2:1]([O:8][C:9]([N:11]1[CH2:15][C:14](=[O:16])[N:13]=[C:12]1[NH2:17])=[O:10])[C:2]1[CH:7]=[CH:6][CH:5]=[CH:4][CH:3]=1.[CH3:18][O:19][C:20]1[CH:27]=[CH:26][C:23](CCl)=[CH:22][CH:21]=1.[CH3:28]CN(C(C)C)C(C)C, predict the reaction product. The product is: [CH2:1]([O:8][C:9]([N:11]1[CH2:15][C:14](=[O:16])[N:13]=[C:12]1[NH:17][CH2:28][C:27]1[CH:26]=[CH:23][CH:22]=[CH:21][C:20]=1[O:19][CH3:18])=[O:10])[C:2]1[CH:7]=[CH:6][CH:5]=[CH:4][CH:3]=1. (5) Given the reactants [F:1][C:2]1[CH:7]=[C:6]([N+:8]([O-])=O)[CH:5]=[C:4]([O:11][CH3:12])[C:3]=1[N:13]1[CH2:18][CH2:17][N:16]([CH:19]2[CH2:22][O:21][CH2:20]2)[CH2:15][CH2:14]1, predict the reaction product. The product is: [F:1][C:2]1[CH:7]=[C:6]([CH:5]=[C:4]([O:11][CH3:12])[C:3]=1[N:13]1[CH2:18][CH2:17][N:16]([CH:19]2[CH2:22][O:21][CH2:20]2)[CH2:15][CH2:14]1)[NH2:8]. (6) Given the reactants [C:1]([C:3]1[CH:8]=[CH:7][C:6]([N:9]2[C:13](=[O:14])[C:12]([CH3:16])([CH3:15])[N:11]([C:17]3[CH:35]=[CH:34][C:20]([O:21][CH2:22][C:23]4([NH:26]C(=O)OC(C)(C)C)[CH2:25][CH2:24]4)=[C:19]([F:36])[CH:18]=3)[C:10]2=[S:37])=[CH:5][C:4]=1[CH3:38])#[N:2], predict the reaction product. The product is: [NH2:26][C:23]1([CH2:22][O:21][C:20]2[CH:34]=[CH:35][C:17]([N:11]3[C:12]([CH3:15])([CH3:16])[C:13](=[O:14])[N:9]([C:6]4[CH:7]=[CH:8][C:3]([C:1]#[N:2])=[C:4]([CH3:38])[CH:5]=4)[C:10]3=[S:37])=[CH:18][C:19]=2[F:36])[CH2:24][CH2:25]1.